From a dataset of Full USPTO retrosynthesis dataset with 1.9M reactions from patents (1976-2016). Predict the reactants needed to synthesize the given product. (1) Given the product [CH3:1][N:2]([C@@H:16]([C:19]1[CH:20]=[CH:21][CH:22]=[CH:23][CH:24]=1)[CH2:17][CH3:18])[C:3]([C:5]1[N:6]=[C:7]([CH:10]2[CH2:15][CH2:14][N:13]([C:39](=[O:40])[CH2:38][N:37]3[C:33]([CH3:32])=[CH:34][C:35]([C:42]([F:45])([F:44])[F:43])=[N:36]3)[CH2:12][CH2:11]2)[S:8][CH:9]=1)=[O:4], predict the reactants needed to synthesize it. The reactants are: [CH3:1][N:2]([C@@H:16]([C:19]1[CH:24]=[CH:23][CH:22]=[CH:21][CH:20]=1)[CH2:17][CH3:18])[C:3]([C:5]1[N:6]=[C:7]([CH:10]2[CH2:15][CH2:14][NH:13][CH2:12][CH2:11]2)[S:8][CH:9]=1)=[O:4].C(N(CC)CC)C.[CH3:32][C:33]1[N:37]([CH2:38][C:39](O)=[O:40])[N:36]=[C:35]([C:42]([F:45])([F:44])[F:43])[CH:34]=1.Cl.CN(C)CCCN=C=NCC. (2) Given the product [C:1]([O:5][C:6](=[O:7])[NH:8][CH:9]([C:10]1[CH:11]=[CH:12][C:13]([O:14][C:15]2[CH:16]=[CH:17][C:18]([CH2:21][CH2:22][C:23](=[O:24])[NH2:35])=[CH:19][CH:20]=2)=[CH:26][CH:27]=1)[C:28](=[O:32])[N:29]([CH3:30])[CH3:31])([CH3:3])([CH3:4])[CH3:2], predict the reactants needed to synthesize it. The reactants are: [C:1]([O:5][C:6]([NH:8][CH:9]([C:28](=[O:32])[N:29]([CH3:31])[CH3:30])[C:10]1[CH:27]=[CH:26][C:13]([O:14][C:15]2[CH:20]=[CH:19][C:18]([CH2:21][CH2:22][C:23](O)=[O:24])=[CH:17][CH:16]=2)=[CH:12][CH:11]=1)=[O:7])([CH3:4])([CH3:3])[CH3:2].C([N:35](CC)CC)C.CN([P+](ON1N=NC2C=CC=CC1=2)(N(C)C)N(C)C)C.F[P-](F)(F)(F)(F)F. (3) Given the product [C:12]([C:16]1[CH:21]=[CH:20][C:19]([NH:11][C:9]2[CH:8]=[CH:7][C:6]3[O:1][CH2:2][CH2:3][O:4][C:5]=3[CH:10]=2)=[CH:18][CH:17]=1)([CH3:15])([CH3:14])[CH3:13], predict the reactants needed to synthesize it. The reactants are: [O:1]1[C:6]2[CH:7]=[CH:8][C:9]([NH2:11])=[CH:10][C:5]=2[O:4][CH:3]=[CH:2]1.[C:12]([C:16]1[CH:21]=[CH:20][C:19](Br)=[CH:18][CH:17]=1)([CH3:15])([CH3:14])[CH3:13].CC(C)([O-])C.[Na+]. (4) Given the product [C:1]([O:4][C:5]1[C:6]([CH3:16])=[C:7]2[C:8](=[CH:9][C:10]=1[CH3:11])[O:12][C:17]1([CH2:20][CH2:19][CH2:18]1)[CH2:14][C:13]2=[O:15])(=[O:3])[CH3:2].[OH:4][C:5]1[C:6]([CH3:16])=[C:7]2[C:8](=[CH:9][C:10]=1[CH3:11])[O:12][C:23]1([CH2:26][CH2:25][CH2:24]1)[CH2:14][C:13]2=[O:15], predict the reactants needed to synthesize it. The reactants are: [C:1]([O:4][C:5]1[C:10]([CH3:11])=[CH:9][C:8]([OH:12])=[C:7]([C:13](=[O:15])[CH3:14])[C:6]=1[CH3:16])(=[O:3])[CH3:2].[C:17]1(=O)[CH2:20][CH2:19][CH2:18]1.N1[CH2:26][CH2:25][CH2:24][CH2:23]1.O. (5) Given the product [Na:1].[F:41][C:42]1([F:50])[CH2:47][O:46][CH:45]([CH2:48][O:49][C:11]2[CH:16]=[CH:15][N:14]=[C:13]([CH2:17][S:18]([C:20]3[NH:24][C:23]4[CH:25]=[CH:26][CH:27]=[CH:28][C:22]=4[N:21]=3)=[O:19])[C:12]=2[CH3:29])[O:44][CH2:43]1, predict the reactants needed to synthesize it. The reactants are: [Na:1].CC1(C)COC(CO[C:11]2[CH:16]=[CH:15][N:14]=[C:13]([CH2:17][S:18]([C:20]3[NH:24][C:23]4[CH:25]=[CH:26][CH:27]=[CH:28][C:22]=4[N:21]=3)=[O:19])[C:12]=2[CH3:29])OC1.ClC1C=C[N+]([O-])=C(C)C=1C.[F:41][C:42]1([F:50])[CH2:47][O:46][CH:45]([CH2:48][OH:49])[O:44][CH2:43]1. (6) Given the product [C:24]([C:10]1[CH:9]=[N:8][N:7]2[C:2]([CH3:21])=[CH:3][C:4]([C:11]3[CH:16]=[CH:15][C:14]([C:17]([F:20])([F:19])[F:18])=[CH:13][CH:12]=3)=[N:5][C:6]=12)#[CH:25], predict the reactants needed to synthesize it. The reactants are: Cl[C:2]1[N:7]2[N:8]=[CH:9][CH:10]=[C:6]2[N:5]=[C:4]([C:11]2[CH:16]=[CH:15][C:14]([C:17]([F:20])([F:19])[F:18])=[CH:13][CH:12]=2)[CH:3]=1.[CH3:21][Zn]C.[C:24]1(C)C=CC=C[CH:25]=1.[NH4+].[Cl-].